This data is from Reaction yield outcomes from USPTO patents with 853,638 reactions. The task is: Predict the reaction yield, written as a fraction of the theoretical maximum amount of product (1.0 means a 100% yield; for example, 0.34 means a 34% yield). (1) The catalyst is C1C=CC([P]([Pd]([P](C2C=CC=CC=2)(C2C=CC=CC=2)C2C=CC=CC=2)([P](C2C=CC=CC=2)(C2C=CC=CC=2)C2C=CC=CC=2)[P](C2C=CC=CC=2)(C2C=CC=CC=2)C2C=CC=CC=2)(C2C=CC=CC=2)C2C=CC=CC=2)=CC=1. The product is [NH2:12][C:13]1[C:22]([C:5]2[CH:6]=[CH:7][CH:8]=[C:3]([CH2:2][OH:1])[CH:4]=2)=[N:21][C:20]([Br:24])=[CH:19][C:14]=1[C:15]([O:17][CH3:18])=[O:16]. The reactants are [OH:1][CH2:2][C:3]1[CH:4]=[C:5](B(O)O)[CH:6]=[CH:7][CH:8]=1.[NH2:12][C:13]1[C:22](Br)=[N:21][C:20]([Br:24])=[CH:19][C:14]=1[C:15]([O:17][CH3:18])=[O:16].C(=O)([O-])[O-].[Na+].[Na+]. The yield is 0.860. (2) The reactants are C(OC(=O)[N:7]([S:13]([C:16]1[CH:21]=[C:20]([Cl:22])[C:19]([O:23][C@H:24]2[CH2:29][CH2:28][CH2:27][CH2:26][C@@H:25]2[C:30]2[N:34]([CH3:35])[N:33]=[CH:32][CH:31]=2)=[CH:18][C:17]=1[F:36])(=[O:15])=[O:14])[C:8]1[N:9]=[CH:10][S:11][CH:12]=1)(C)(C)C.FC(F)(F)C(O)=O. The catalyst is ClCCl. The product is [Cl:22][C:20]1[C:19]([O:23][C@H:24]2[CH2:29][CH2:28][CH2:27][CH2:26][C@@H:25]2[C:30]2[N:34]([CH3:35])[N:33]=[CH:32][CH:31]=2)=[CH:18][C:17]([F:36])=[C:16]([S:13]([NH:7][C:8]2[N:9]=[CH:10][S:11][CH:12]=2)(=[O:15])=[O:14])[CH:21]=1. The yield is 0.990. (3) The reactants are [C:1]([O:9][C:10]1[C:19]2[C:14](=[CH:15][CH:16]=[CH:17][CH:18]=2)[C:13]([OH:20])=[C:12]([CH3:21])[C:11]=1[CH2:22]/[CH:23]=[C:24](\[CH3:56])/[CH2:25][CH2:26]/[CH:27]=[C:28](\[CH3:55])/[CH2:29][CH2:30]/[CH:31]=[C:32](\[CH3:54])/[CH2:33][CH2:34]/[CH:35]=[C:36](\[CH3:53])/[CH2:37][CH2:38]/[CH:39]=[C:40](\[CH3:52])/[CH2:41][CH2:42]/[CH:43]=[C:44](\[CH3:51])/[CH2:45][CH2:46][CH:47]=[C:48]([CH3:50])[CH3:49])(=[O:8])[C:2]1[CH:7]=[CH:6][CH:5]=[CH:4][CH:3]=1.[P:57](Cl)([O:62][CH2:63][CH3:64])([O:59][CH2:60][CH3:61])=[O:58].CCN(CC)CC. The catalyst is C(Cl)Cl. The product is [C:1]([O:9][C:10]1[C:19]2[C:14](=[CH:15][CH:16]=[CH:17][CH:18]=2)[C:13]([O:20][P:57]([O:62][CH2:63][CH3:64])([O:59][CH2:60][CH3:61])=[O:58])=[C:12]([CH3:21])[C:11]=1[CH2:22]/[CH:23]=[C:24](\[CH3:56])/[CH2:25][CH2:26]/[CH:27]=[C:28](\[CH3:55])/[CH2:29][CH2:30]/[CH:31]=[C:32](\[CH3:54])/[CH2:33][CH2:34]/[CH:35]=[C:36](\[CH3:53])/[CH2:37][CH2:38]/[CH:39]=[C:40](\[CH3:52])/[CH2:41][CH2:42]/[CH:43]=[C:44](\[CH3:51])/[CH2:45][CH2:46][CH:47]=[C:48]([CH3:50])[CH3:49])(=[O:8])[C:2]1[CH:3]=[CH:4][CH:5]=[CH:6][CH:7]=1. The yield is 0.290. (4) The reactants are [CH3:1][C:2]1[C:8]([CH3:9])=[C:7]([OH:10])[CH:6]=[CH:5][C:3]=1O.[H-].[Na+].[CH3:13]I.CN([CH:18]=[O:19])C. No catalyst specified. The product is [CH3:13][O:10][C:7]1[CH:6]=[CH:5][C:3]([O:19][CH3:18])=[C:2]([CH3:1])[C:8]=1[CH3:9]. The yield is 0.950. (5) The reactants are Br[C:2]1[C:6]2[C:7](=[O:11])[NH:8][CH:9]=[CH:10][C:5]=2[S:4][CH:3]=1.[NH:12]1[CH2:17][CH2:16][O:15][CH2:14][CH2:13]1. No catalyst specified. The product is [O:15]1[CH2:16][CH2:17][N:12]([C:2]2[C:6]3[C:7](=[O:11])[NH:8][CH:9]=[CH:10][C:5]=3[S:4][CH:3]=2)[CH2:13][CH2:14]1. The yield is 0.426. (6) The reactants are [C:1]1([CH:7]([C:33]2[CH:38]=[CH:37][CH:36]=[CH:35][CH:34]=2)[N:8]2[C:16]3[CH:15]=[C:14]4[O:17][CH2:18][CH2:19][O:20][C:13]4=[CH:12][C:11]=3[C:10](O)([C:21]3[C:22]([OH:30])=[CH:23][C:24]4[O:28][CH2:27][CH2:26][C:25]=4[CH:29]=3)[C:9]2=[O:32])[CH:6]=[CH:5][CH:4]=[CH:3][CH:2]=1.C([SiH](CC)CC)C.FC(F)(F)C(O)=O. The catalyst is ClCCl. The product is [C:33]1([CH:7]([C:1]2[CH:6]=[CH:5][CH:4]=[CH:3][CH:2]=2)[N:8]2[C:16]3[CH:15]=[C:14]4[O:17][CH2:18][CH2:19][O:20][C:13]4=[CH:12][C:11]=3[CH:10]([C:21]3[C:22]([OH:30])=[CH:23][C:24]4[O:28][CH2:27][CH2:26][C:25]=4[CH:29]=3)[C:9]2=[O:32])[CH:34]=[CH:35][CH:36]=[CH:37][CH:38]=1. The yield is 1.00. (7) The reactants are Cl.Cl.[C:3]([C:7]1[CH:12]=[C:11]([Cl:13])[CH:10]=[CH:9][C:8]=1[N:14]1[CH2:19][CH2:18][NH:17][CH2:16][CH2:15]1)([CH3:6])([CH3:5])[CH3:4].[OH:20][C:21]1[CH:22]=[CH:23][C:24]([C:27](O)=[O:28])=[N:25][CH:26]=1.C(N(CC)CC)C.CCN=C=NCCCN(C)C.C1C=CC2N(O)N=NC=2C=1.C([O-])(O)=O.[Na+]. The catalyst is CN(C)C=O. The product is [C:3]([C:7]1[CH:12]=[C:11]([Cl:13])[CH:10]=[CH:9][C:8]=1[N:14]1[CH2:19][CH2:18][N:17]([C:27]([C:24]2[N:25]=[CH:26][C:21]([OH:20])=[CH:22][CH:23]=2)=[O:28])[CH2:16][CH2:15]1)([CH3:6])([CH3:4])[CH3:5]. The yield is 0.520.